Binary Classification. Given a drug SMILES string, predict its activity (active/inactive) in a high-throughput screening assay against a specified biological target. From a dataset of KCNQ2 potassium channel screen with 302,405 compounds. (1) The compound is s1c2CCC(Cc2cc1C(=O)N\N=C\c1ccc([N+]([O-])=O)cc1)C. The result is 0 (inactive). (2) The compound is S=C(NCc1ccccc1)C(/[n+]1ccccc1)=C(\[O-])c1cc([N+]([O-])=O)c(cc1)C. The result is 0 (inactive).